This data is from Forward reaction prediction with 1.9M reactions from USPTO patents (1976-2016). The task is: Predict the product of the given reaction. (1) Given the reactants [OH:1]/[N:2]=[C:3](/[C:6]1[CH:11]=[CH:10][CH:9]=[CH:8][CH:7]=1)\[C:4]#[N:5].Cl[CH2:13][C:14]1[N:19]=[C:18]([NH:20][C:21](=[O:27])[O:22][C:23]([CH3:26])([CH3:25])[CH3:24])[CH:17]=[CH:16][CH:15]=1.[I-].[K+].C(=O)([O-])[O-].[Cs+].[Cs+], predict the reaction product. The product is: [C:4](/[C:3](=[N:2]\[O:1][CH2:13][C:14]1[N:19]=[C:18]([NH:20][C:21](=[O:27])[O:22][C:23]([CH3:25])([CH3:24])[CH3:26])[CH:17]=[CH:16][CH:15]=1)/[C:6]1[CH:11]=[CH:10][CH:9]=[CH:8][CH:7]=1)#[N:5]. (2) Given the reactants [Cl:1][C:2]1[N:7]=[C:6](Cl)[C:5]([C:9]([O:11][CH3:12])=[O:10])=[CH:4][N:3]=1.[NH2:13][CH2:14][CH2:15][O:16][CH2:17][CH2:18][OH:19].CCN(C(C)C)C(C)C, predict the reaction product. The product is: [Cl:1][C:2]1[N:7]=[C:6]([NH:13][CH2:14][CH2:15][O:16][CH2:17][CH2:18][OH:19])[C:5]([C:9]([O:11][CH3:12])=[O:10])=[CH:4][N:3]=1. (3) Given the reactants CN(C)/[CH:3]=[CH:4]/[C:5]1[C:15]([N+:16]([O-])=O)=[CH:14][C:13]([N+:19]([O-])=O)=[CH:12][C:6]=1[C:7]([O:9][CH2:10][CH3:11])=[O:8].Cl[Sn]Cl, predict the reaction product. The product is: [NH2:19][C:13]1[CH:12]=[C:6]([C:7]([O:9][CH2:10][CH3:11])=[O:8])[C:5]2[CH:4]=[CH:3][NH:16][C:15]=2[CH:14]=1. (4) Given the reactants [O-]P([O-])([O-])=O.[K+].[K+].[K+].[CH2:9]([NH2:16])[C:10]1[CH:15]=[CH:14][CH:13]=[CH:12][CH:11]=1.I[C:18]1[CH:19]=[C:20]([CH3:24])[CH:21]=[CH:22][CH:23]=1.C(O)CO, predict the reaction product. The product is: [C:20]1([CH3:24])[CH:21]=[CH:22][CH:23]=[C:18]([NH:16][CH2:9][C:10]2[CH:15]=[CH:14][CH:13]=[CH:12][CH:11]=2)[CH:19]=1. (5) Given the reactants [C:1]12([CH2:8][OH:9])[CH2:7][CH:6]1[CH2:5][CH2:4][CH2:3][CH2:2]2.[Cl:10][C:11]1[C:12](F)=[CH:13][C:14]([F:24])=[C:15]([CH:23]=1)[C:16]([O:18][C:19]([CH3:22])([CH3:21])[CH3:20])=[O:17].C(=O)([O-])[O-].[Cs+].[Cs+], predict the reaction product. The product is: [C:1]12([CH2:8][O:9][C:12]3[C:11]([Cl:10])=[CH:23][C:15]([C:16]([O:18][C:19]([CH3:20])([CH3:21])[CH3:22])=[O:17])=[C:14]([F:24])[CH:13]=3)[CH2:7][CH:6]1[CH2:5][CH2:4][CH2:3][CH2:2]2. (6) The product is: [CH:1]1([CH2:4][O:5][C:9]2[N:14]=[C:13]([C:15]([OH:17])=[O:16])[CH:12]=[N:11][C:10]=2[N:18]2[CH2:19][C:20]([F:23])([F:22])[CH2:21]2)[CH2:3][CH2:2]1. Given the reactants [CH:1]1([CH2:4][OH:5])[CH2:3][CH2:2]1.[OH-].[K+].Br[C:9]1[N:14]=[C:13]([C:15]([OH:17])=[O:16])[CH:12]=[N:11][C:10]=1[N:18]1[CH2:21][C:20]([F:23])([F:22])[CH2:19]1.Cl, predict the reaction product.